From a dataset of Reaction yield outcomes from USPTO patents with 853,638 reactions. Predict the reaction yield, written as a fraction of the theoretical maximum amount of product (1.0 means a 100% yield; for example, 0.34 means a 34% yield). (1) The reactants are O[C:2]1[C:7]([N+]([O-])=O)=[CH:6][C:5]([F:11])=[CH:4][N:3]=1.[OH:12][C:13]1C=CC(F)=CN=1.NC1C=CC(OC)=NC=1. No catalyst specified. The product is [CH3:13][O:12][C:4]1[C:5]([F:11])=[CH:6][CH:7]=[CH:2][N:3]=1. The yield is 1.00. (2) The catalyst is CCO.[O-]S([O-])(=O)=O.[Ag+].[Ag+]. The product is [Br:1][C:2]1[N:7]=[C:6]([I:9])[C:5]([NH2:8])=[CH:4][CH:3]=1. The yield is 0.650. The reactants are [Br:1][C:2]1[N:7]=[CH:6][C:5]([NH2:8])=[CH:4][CH:3]=1.[I:9]I.CCCCCC. (3) The reactants are C(=O)([O-])[O-].[K+].[K+].[CH:7]([C:10]1[C:15](=[O:16])[NH:14][C:13](=[O:17])[NH:12][C:11]=1[O:18][C:19]1[CH:20]=[C:21]([CH:24]=[C:25]([CH3:27])[CH:26]=1)[C:22]#[N:23])([CH3:9])[CH3:8].[CH2:28](I)[CH3:29].C(OCC)(=O)C. The catalyst is CN(C=O)C. The product is [CH2:28]([N:12]1[C:11]([O:18][C:19]2[CH:20]=[C:21]([CH:24]=[C:25]([CH3:27])[CH:26]=2)[C:22]#[N:23])=[C:10]([CH:7]([CH3:9])[CH3:8])[C:15](=[O:16])[NH:14][C:13]1=[O:17])[CH3:29]. The yield is 0.280. (4) The reactants are [C:1]1([CH2:7][NH2:8])[CH:6]=[CH:5][CH:4]=[CH:3][CH:2]=1.F[C:10]1[CH:15]=[CH:14][CH:13]=[CH:12][C:11]=1[N+:16]([O-:18])=[O:17]. No catalyst specified. The product is [CH2:7]([NH:8][C:10]1[CH:15]=[CH:14][CH:13]=[CH:12][C:11]=1[N+:16]([O-:18])=[O:17])[C:1]1[CH:6]=[CH:5][CH:4]=[CH:3][CH:2]=1. The yield is 0.930. (5) The reactants are COC1C=C2C(=C(N)C=1)N=CC=C2.[CH3:14][O:15][C:16]1[CH:25]=[CH:24][C:23]([NH2:26])=[C:22]2[C:17]=1[CH:18]=[CH:19][CH:20]=[N:21]2.[N+:27]([C:30]1[CH:35]=[CH:34][CH:33]=[CH:32][C:31]=1[S:36](Cl)(=[O:38])=[O:37])([O-:29])=[O:28]. No catalyst specified. The product is [CH3:14][O:15][C:16]1[CH:25]=[CH:24][C:23]([NH:26][S:36]([C:31]2[CH:32]=[CH:33][CH:34]=[CH:35][C:30]=2[N+:27]([O-:29])=[O:28])(=[O:37])=[O:38])=[C:22]2[C:17]=1[CH:18]=[CH:19][CH:20]=[N:21]2. The yield is 0.640. (6) The reactants are [H-].C([Al+]CC(C)C)C(C)C.[Cl:11][C:12]1[S:13][C:14]([Cl:31])=[CH:15][C:16]=1[CH:17]=[C:18]([C:24]1[CH:29]=[CH:28][C:27]([F:30])=[CH:26][CH:25]=1)[C:19](OCC)=[O:20].CO. The catalyst is C1(C)C=CC=CC=1.O1CCCC1. The product is [Cl:11][C:12]1[S:13][C:14]([Cl:31])=[CH:15][C:16]=1/[CH:17]=[C:18](\[C:24]1[CH:29]=[CH:28][C:27]([F:30])=[CH:26][CH:25]=1)/[CH2:19][OH:20]. The yield is 0.330. (7) The reactants are [CH:1](=[N:8][OH:9])[C:2]1[CH:7]=[CH:6][CH:5]=[CH:4][CH:3]=1.N1C=CC=CC=1.[Cl:16]N1C(=O)CCC1=O.[Na+].[Cl-]. The catalyst is C(Cl)(Cl)Cl. The product is [Cl:16][C:1](=[N:8][OH:9])[C:2]1[CH:7]=[CH:6][CH:5]=[CH:4][CH:3]=1. The yield is 0.870. (8) The reactants are [Cl:1][C:2]1[CH:7]=[CH:6][C:5]([C:8](=[O:23])[CH2:9][CH2:10][C:11]([C:13]2[CH:18]=[CH:17][C:16]([Cl:19])=[C:15]([N+:20]([O-:22])=[O:21])[CH:14]=2)=[O:12])=[CH:4][C:3]=1[N+:24]([O-:26])=[O:25].[BH4-].[Na+]. The catalyst is C(O)C. The product is [Cl:1][C:2]1[CH:7]=[CH:6][C:5]([CH:8]([OH:23])[CH2:9][CH2:10][CH:11]([C:13]2[CH:18]=[CH:17][C:16]([Cl:19])=[C:15]([N+:20]([O-:22])=[O:21])[CH:14]=2)[OH:12])=[CH:4][C:3]=1[N+:24]([O-:26])=[O:25]. The yield is 0.830. (9) The yield is 1.00. The product is [NH:1]([C:16]([O:18][CH2:19][C:20]1[CH:25]=[CH:24][CH:23]=[CH:22][CH:21]=1)=[O:17])[C@@H:2]([C:13]([NH:26][C@H:27]([C:40]([O:42][C:43]([CH3:46])([CH3:45])[CH3:44])=[O:41])[CH2:28][CH2:29][CH2:30][CH2:31][NH:32][C:33]([O:35][C:36]([CH3:37])([CH3:38])[CH3:39])=[O:34])=[O:14])[CH2:3][C:4]1[C:12]2[C:7](=[CH:8][CH:9]=[CH:10][CH:11]=2)[NH:6][CH:5]=1. The reactants are [NH:1]([C:16]([O:18][CH2:19][C:20]1[CH:25]=[CH:24][CH:23]=[CH:22][CH:21]=1)=[O:17])[C@@H:2]([C:13](O)=[O:14])[CH2:3][C:4]1[C:12]2[C:7](=[CH:8][CH:9]=[CH:10][CH:11]=2)[NH:6][CH:5]=1.[NH2:26][C@H:27]([C:40]([O:42][C:43]([CH3:46])([CH3:45])[CH3:44])=[O:41])[CH2:28][CH2:29][CH2:30][CH2:31][NH:32][C:33]([O:35][C:36]([CH3:39])([CH3:38])[CH3:37])=[O:34].Cl.OC1C2N=NNC=2C=CC=1.Cl.CNC(N=C=NCC)CCNC. The catalyst is CN(C)C1C=CN=CC=1.C(Cl)Cl. (10) The reactants are [C:1]([O:5][C:6]([N:8]1[CH2:13][CH2:12][C:11]([C:15]2[CH:20]=[CH:19][C:18](Br)=[CH:17][CH:16]=2)([OH:14])[CH2:10][CH2:9]1)=[O:7])([CH3:4])([CH3:3])[CH3:2].C(Cl)Cl.C([O-])(=O)C.[K+].C(=O)([O-])[O-].[K+].[K+].Br[C:37]1[N:42]=[CH:41][CH:40]=[CH:39][N:38]=1. The catalyst is C1C=CC(P(C2C=CC=CC=2)[C-]2C=CC=C2)=CC=1.C1C=CC(P(C2C=CC=CC=2)[C-]2C=CC=C2)=CC=1.Cl[Pd]Cl.[Fe+2].O.C(OCC)(=O)C.CS(C)=O. The product is [C:1]([O:5][C:6]([N:8]1[CH2:13][CH2:12][C:11]([OH:14])([C:15]2[CH:20]=[CH:19][C:18]([C:37]3[N:42]=[CH:41][CH:40]=[CH:39][N:38]=3)=[CH:17][CH:16]=2)[CH2:10][CH2:9]1)=[O:7])([CH3:4])([CH3:3])[CH3:2]. The yield is 0.800.